Dataset: Full USPTO retrosynthesis dataset with 1.9M reactions from patents (1976-2016). Task: Predict the reactants needed to synthesize the given product. (1) Given the product [CH2:22]([C:21]1[N:12]([CH2:13][C:14]2([OH:20])[CH2:19][CH2:18][CH2:17][CH2:16][CH2:15]2)[C:11]2[C:10]3[N:9]=[CH:8][CH:7]=[CH:6][C:5]=3[N:4]=[CH:3][C:2]=2[N:1]=1)[CH2:23][CH3:24], predict the reactants needed to synthesize it. The reactants are: [NH2:1][C:2]1[CH:3]=[N:4][C:5]2[C:10]([C:11]=1[NH:12][CH2:13][C:14]1([OH:20])[CH2:19][CH2:18][CH2:17][CH2:16][CH2:15]1)=[N:9][CH:8]=[CH:7][CH:6]=2.[C:21](OC)(OC)(OC)[CH2:22][CH2:23][CH3:24].Cl.N1C=CC=CC=1. (2) Given the product [Cl:1][C:2]1[CH:3]=[C:4]([C:8]2[N:12]([C:13]3[CH:18]=[CH:17][CH:16]=[C:15]([C:19]#[N:20])[CH:14]=3)[N:11]=[C:10]([C:21]([OH:23])=[O:22])[CH:9]=2)[CH:5]=[CH:6][CH:7]=1, predict the reactants needed to synthesize it. The reactants are: [Cl:1][C:2]1[CH:3]=[C:4]([C:8]2[N:12]([C:13]3[CH:18]=[CH:17][CH:16]=[C:15]([C:19]#[N:20])[CH:14]=3)[N:11]=[C:10]([C:21]([O:23]CC)=[O:22])[CH:9]=2)[CH:5]=[CH:6][CH:7]=1.ClC1C=C(N2C(C3C=C(F)C=C(Cl)C=3)=CC(C(O)=O)=N2)C=CC=1F.